This data is from Catalyst prediction with 721,799 reactions and 888 catalyst types from USPTO. The task is: Predict which catalyst facilitates the given reaction. (1) Reactant: [NH:1]1[C:9]2[C:4](=[CH:5][C:6]([NH2:10])=[CH:7][CH:8]=2)[CH:3]=[CH:2]1.Cl.C(N=C=NCCCN(C)C)C.ON1C2C=CC=CC=2N=N1.C(N(CC)CC)C.[C:40](O)(=[O:44])[CH:41]([CH3:43])[CH3:42]. Product: [NH:1]1[C:9]2[C:4](=[CH:5][C:6]([NH:10][C:40](=[O:44])[CH:41]([CH3:43])[CH3:42])=[CH:7][CH:8]=2)[CH:3]=[CH:2]1. The catalyst class is: 3. (2) Reactant: [NH2:1][C@H:2]([C:4]1[CH:18]=[CH:17][C:7]([C:8]([NH:10][CH:11]2[CH2:16][CH2:15][CH2:14][CH2:13][CH2:12]2)=[O:9])=[C:6]([F:19])[CH:5]=1)[CH3:3].Cl[C:21]1[N:26]=[C:25]([N:27]2[C@@H:31]([CH:32]([CH3:34])[CH3:33])[CH2:30][O:29][C:28]2=[O:35])[C:24]([F:36])=[CH:23][N:22]=1.CCN(C(C)C)C(C)C. Product: [CH:11]1([NH:10][C:8](=[O:9])[C:7]2[CH:17]=[CH:18][C:4]([C@@H:2]([NH:1][C:21]3[N:26]=[C:25]([N:27]4[C@@H:31]([CH:32]([CH3:33])[CH3:34])[CH2:30][O:29][C:28]4=[O:35])[C:24]([F:36])=[CH:23][N:22]=3)[CH3:3])=[CH:5][C:6]=2[F:19])[CH2:16][CH2:15][CH2:14][CH2:13][CH2:12]1. The catalyst class is: 37.